This data is from Forward reaction prediction with 1.9M reactions from USPTO patents (1976-2016). The task is: Predict the product of the given reaction. (1) Given the reactants [CH2:1]([O:3][C:4](=[O:28])[CH2:5][C:6]1[CH:7]=[C:8]([C:14]2[CH:19]=[CH:18][C:17]([C:20]([F:23])([F:22])[F:21])=[CH:16][C:15]=2[CH2:24][NH:25][CH2:26][CH3:27])[C:9]([O:12][CH3:13])=[CH:10][CH:11]=1)[CH3:2].C(N(C(C)C)CC)(C)C.[C:38](Cl)(Cl)=[O:39].[Cl:42][C:43]1[CH:44]=[C:45]([CH:48]=[C:49]([Cl:51])[CH:50]=1)[CH2:46][NH2:47].C(N(CC)CC)C, predict the reaction product. The product is: [CH2:1]([O:3][C:4](=[O:28])[CH2:5][C:6]1[CH:7]=[C:8]([C:14]2[CH:19]=[CH:18][C:17]([C:20]([F:23])([F:21])[F:22])=[CH:16][C:15]=2[CH2:24][N:25]([CH2:26][CH3:27])[C:38]([NH:47][CH2:46][C:45]2[CH:44]=[C:43]([Cl:42])[CH:50]=[C:49]([Cl:51])[CH:48]=2)=[O:39])[C:9]([O:12][CH3:13])=[CH:10][CH:11]=1)[CH3:2]. (2) Given the reactants [C:1]([O:4][C:5]([CH3:18])([CH2:8][CH2:9][CH2:10][C:11]([O:16][CH3:17])([CH3:15])[CH2:12][CH2:13][CH3:14])[C:6]#[CH:7])(=[O:3])[CH3:2].C(SCCO)CSCCO.[H][H], predict the reaction product. The product is: [C:1]([O:4][C:5]([CH3:18])([CH2:8][CH2:9][CH2:10][C:11]([O:16][CH3:17])([CH3:15])[CH2:12][CH2:13][CH3:14])[CH:6]=[CH2:7])(=[O:3])[CH3:2]. (3) The product is: [C:1]1(=[O:11])[O:6][C:4](=[O:5])[C:3]2=[CH:7][CH:8]=[CH:9][CH:10]=[C:2]12. Given the reactants [C:1]1(=[O:11])[O:6][C:4](=[O:5])[CH:3]2[CH2:7][CH2:8][CH2:9][CH2:10][CH:2]12.[OH-].[K+], predict the reaction product. (4) Given the reactants FC(F)(F)C(O)=O.[NH2:8][C@H:9]([C:19]1[C:24]([C:25]2[CH:26]=[CH:27][C:28]([F:34])=[C:29]([CH:33]=2)[C:30]([NH2:32])=[O:31])=[CH:23][CH:22]=[CH:21][N:20]=1)[CH2:10][C:11]1[CH:16]=[C:15]([F:17])[CH:14]=[C:13]([F:18])[CH:12]=1.[F:35][C:36]1[CH:37]=[C:38]2[C:42](=[CH:43][CH:44]=1)[N:41]([CH2:45][C:46](O)=[O:47])[N:40]=[C:39]2[C:49]([F:52])([F:51])[F:50], predict the reaction product. The product is: [F:17][C:15]1[CH:16]=[C:11]([CH2:10][C@@H:9]([C:19]2[C:24]([C:25]3[CH:26]=[CH:27][C:28]([F:34])=[C:29]([CH:33]=3)[C:30]([NH2:32])=[O:31])=[CH:23][CH:22]=[CH:21][N:20]=2)[NH:8][C:46](=[O:47])[CH2:45][N:41]2[C:42]3[C:38](=[CH:37][C:36]([F:35])=[CH:44][CH:43]=3)[C:39]([C:49]([F:52])([F:50])[F:51])=[N:40]2)[CH:12]=[C:13]([F:18])[CH:14]=1. (5) Given the reactants [CH3:1]OC(C)(C)C.C[Zn]C.[Br:10]/[CH:11]=[C:12]1/[C@H:13]2[C@:17]([CH3:21])([CH2:18][CH2:19][CH2:20]/1)[C:16]([CH:22]=[O:23])=[CH:15][CH2:14]2, predict the reaction product. The product is: [Br:10]/[CH:11]=[C:12]1\[CH2:20][CH2:19][CH2:18][C@@:17]2([CH3:21])[C@H:13]\1[CH2:14][CH:15]=[C:16]2[C@@H:22]([OH:23])[CH3:1]. (6) Given the reactants [NH2:1][C:2]1[CH:3]=[C:4]2[C:9](=[CH:10][CH:11]=1)/[C:8](=[N:12]/O)/[CH2:7][CH2:6][CH2:5]2.[OH-:14].[Na+], predict the reaction product. The product is: [NH2:1][C:2]1[CH:11]=[CH:10][C:9]2[C:8](=[O:14])[NH:12][CH2:7][CH2:6][CH2:5][C:4]=2[CH:3]=1. (7) Given the reactants [C:1]1([C@@H:7]2[NH:11][C@H:10]([CH2:12][O:13][C:14]3[CH:23]=[CH:22][C:17]([C:18]([O:20][CH3:21])=[O:19])=[CH:16][CH:15]=3)[CH2:9][CH2:8]2)[CH:6]=[CH:5][CH:4]=[CH:3][CH:2]=1.[Br:24][C:25]1[CH:30]=[CH:29][CH:28]=[CH:27][C:26]=1[NH:31][C:32](=[O:46])[NH:33][C:34]1[CH:39]=[CH:38][C:37]([CH2:40][C:41](O)=[O:42])=[CH:36][C:35]=1[O:44][CH3:45].CCN=C=NCCCN(C)C.Cl.O, predict the reaction product. The product is: [Br:24][C:25]1[CH:30]=[CH:29][CH:28]=[CH:27][C:26]=1[NH:31][C:32](=[O:46])[NH:33][C:34]1[CH:39]=[CH:38][C:37]([CH2:40][C:41]([N:11]2[C@@H:7]([C:1]3[CH:2]=[CH:3][CH:4]=[CH:5][CH:6]=3)[CH2:8][CH2:9][C@H:10]2[CH2:12][O:13][C:14]2[CH:15]=[CH:16][C:17]([C:18]([O:20][CH3:21])=[O:19])=[CH:22][CH:23]=2)=[O:42])=[CH:36][C:35]=1[O:44][CH3:45]. (8) Given the reactants [C:1]1([CH:7]2[CH2:11][NH:10][N:9]=[C:8]2[C:12]2[CH:22]=[CH:21][C:15]3[O:16][CH2:17][C:18](=[O:20])[NH:19][C:14]=3[CH:13]=2)[CH:6]=[CH:5][CH:4]=[CH:3][CH:2]=1.[C:23](OC(=O)C)(=[O:25])[CH3:24], predict the reaction product. The product is: [C:23]([N:10]1[CH2:11][CH:7]([C:1]2[CH:2]=[CH:3][CH:4]=[CH:5][CH:6]=2)[C:8]([C:12]2[CH:22]=[CH:21][C:15]3[O:16][CH2:17][C:18](=[O:20])[NH:19][C:14]=3[CH:13]=2)=[N:9]1)(=[O:25])[CH3:24].